Dataset: Full USPTO retrosynthesis dataset with 1.9M reactions from patents (1976-2016). Task: Predict the reactants needed to synthesize the given product. (1) Given the product [CH3:1][C:2]1[C:9]([N:10]2[C:14]3[CH:15]=[CH:16][C:17]([O:19][C:20]([F:22])([F:23])[F:21])=[CH:18][C:13]=3[N:12]=[C:11]2[C@H:24]2[CH2:28][CH2:27][CH2:26][O:25]2)=[CH:8][CH:7]=[CH:6][C:3]=1[CH2:4][NH:29][C:30]1[CH:43]=[CH:42][C:33]2[C@H:34]([CH2:37][C:38]([O:40][CH3:41])=[O:39])[CH2:35][O:36][C:32]=2[CH:31]=1, predict the reactants needed to synthesize it. The reactants are: [CH3:1][C:2]1[C:9]([N:10]2[C:14]3[CH:15]=[CH:16][C:17]([O:19][C:20]([F:23])([F:22])[F:21])=[CH:18][C:13]=3[N:12]=[C:11]2[C@H:24]2[CH2:28][CH2:27][CH2:26][O:25]2)=[CH:8][CH:7]=[CH:6][C:3]=1[CH:4]=O.[NH2:29][C:30]1[CH:43]=[CH:42][C:33]2[C@H:34]([CH2:37][C:38]([O:40][CH3:41])=[O:39])[CH2:35][O:36][C:32]=2[CH:31]=1.C(O[BH-](OC(=O)C)OC(=O)C)(=O)C.[Na+].[OH-].[Na+]. (2) Given the product [F:27][C:10]1[C:9]([OH:8])=[C:18]2[C:13]([CH:14]=[CH:15][CH:16]=[N:17]2)=[C:12]([S:19]([CH:22]2[CH2:26][CH2:25][CH2:24][CH2:23]2)(=[O:20])=[O:21])[CH:11]=1, predict the reactants needed to synthesize it. The reactants are: C([O:8][C:9]1[C:10]([F:27])=[CH:11][C:12]([S:19]([CH:22]2[CH2:26][CH2:25][CH2:24][CH2:23]2)(=[O:21])=[O:20])=[C:13]2[C:18]=1[N:17]=[CH:16][CH:15]=[CH:14]2)C1C=CC=CC=1.Cl.[OH-].[Na+]. (3) Given the product [F:18][C:19]1[CH:33]=[CH:32][C:22]2[C:23]([CH:26]3[CH2:27][CH2:28][N:29]([CH2:2][CH2:3][C:4]4[C:9](=[O:10])[N:8]5[CH2:11][CH2:12][CH2:13][CH:14]([OH:15])[C:7]5=[N:6][C:5]=4[CH3:16])[CH2:30][CH2:31]3)=[N:24][O:25][C:21]=2[CH:20]=1, predict the reactants needed to synthesize it. The reactants are: Cl[CH2:2][CH2:3][C:4]1[C:9](=[O:10])[N:8]2[CH2:11][CH2:12][CH2:13][CH:14]([OH:15])[C:7]2=[N:6][C:5]=1[CH3:16].Cl.[F:18][C:19]1[CH:33]=[CH:32][C:22]2[C:23]([CH:26]3[CH2:31][CH2:30][NH:29][CH2:28][CH2:27]3)=[N:24][O:25][C:21]=2[CH:20]=1.CO.CC(NC(C)C)C. (4) The reactants are: [N:1]12[CH2:8][CH2:7][CH:4]([CH2:5][CH2:6]1)[CH:3]([OH:9])[CH2:2]2.[H-].[Na+].[Br:12][C:13]1[CH:18]=[CH:17][CH:16]=[CH:15][C:14]=1[N:19]=[C:20]=[O:21]. Given the product [Br:12][C:13]1[CH:18]=[CH:17][CH:16]=[CH:15][C:14]=1[NH:19][C:20](=[O:21])[O:9][CH:3]1[CH:4]2[CH2:7][CH2:8][N:1]([CH2:6][CH2:5]2)[CH2:2]1, predict the reactants needed to synthesize it. (5) Given the product [OH:36][CH2:35][CH2:34][CH2:33][NH:32][C:28]([C:26]1[NH:27][C:23]([C:8]2[CH:9]=[C:10]([O:12][C:13]3[CH:14]=[CH:15][C:16]([S:19]([CH3:22])(=[O:20])=[O:21])=[CH:17][CH:18]=3)[CH:11]=[C:6]([O:5][C@@H:4]([CH3:31])[CH2:3][O:2][CH3:1])[CH:7]=2)=[CH:24][CH:25]=1)=[O:30], predict the reactants needed to synthesize it. The reactants are: [CH3:1][O:2][CH2:3][C@H:4]([CH3:31])[O:5][C:6]1[CH:7]=[C:8]([C:23]2[NH:27][C:26]([C:28]([OH:30])=O)=[CH:25][CH:24]=2)[CH:9]=[C:10]([O:12][C:13]2[CH:18]=[CH:17][C:16]([S:19]([CH3:22])(=[O:21])=[O:20])=[CH:15][CH:14]=2)[CH:11]=1.[NH2:32][CH2:33][CH2:34][CH2:35][OH:36].CCN=C=NCCCN(C)C.Cl.Cl.